The task is: Regression/Classification. Given a drug SMILES string, predict its absorption, distribution, metabolism, or excretion properties. Task type varies by dataset: regression for continuous measurements (e.g., permeability, clearance, half-life) or binary classification for categorical outcomes (e.g., BBB penetration, CYP inhibition). Dataset: cyp2c19_veith.. This data is from CYP2C19 inhibition data for predicting drug metabolism from PubChem BioAssay. The molecule is COc1ccc(CN2CN=C(Nc3nc4ccccc4s3)NC2)cc1. The result is 0 (non-inhibitor).